This data is from CYP2C19 inhibition data for predicting drug metabolism from PubChem BioAssay. The task is: Regression/Classification. Given a drug SMILES string, predict its absorption, distribution, metabolism, or excretion properties. Task type varies by dataset: regression for continuous measurements (e.g., permeability, clearance, half-life) or binary classification for categorical outcomes (e.g., BBB penetration, CYP inhibition). Dataset: cyp2c19_veith. The drug is NCCC[C@@](N)(C(=O)O)C(F)F. The result is 0 (non-inhibitor).